Dataset: Catalyst prediction with 721,799 reactions and 888 catalyst types from USPTO. Task: Predict which catalyst facilitates the given reaction. Reactant: N[CH:2]([CH3:33])[C:3]([NH:5][CH2:6][CH2:7][O:8][C:9]1[CH:18]=[C:17]2[C:12]([C:13]([NH:19][C:20]3[CH:25]=[CH:24][C:23]([Br:26])=[CH:22][C:21]=3[F:27])=[N:14][CH:15]=[N:16]2)=[CH:11][C:10]=1[NH:28][C:29](=[O:32])[CH:30]=[CH2:31])=[O:4].[CH2:34]=O.[C:36]([BH3-])#[N:37].[Na+]. Product: [Br:26][C:23]1[CH:24]=[CH:25][C:20]([NH:19][C:13]2[C:12]3[C:17](=[CH:18][C:9]([O:8][CH2:7][CH2:6][NH:5][C:3](=[O:4])[CH:2]([N:37]([CH3:36])[CH3:34])[CH3:33])=[C:10]([NH:28][C:29](=[O:32])[CH:30]=[CH2:31])[CH:11]=3)[N:16]=[CH:15][N:14]=2)=[C:21]([F:27])[CH:22]=1. The catalyst class is: 36.